The task is: Predict the reactants needed to synthesize the given product.. This data is from Full USPTO retrosynthesis dataset with 1.9M reactions from patents (1976-2016). (1) Given the product [C:22]([O:21][C:19]([NH:1][CH:2]1[CH2:7][CH2:6][CH2:5][CH:4]([C:8]([OH:10])=[O:9])[CH2:3]1)=[O:20])([CH3:25])([CH3:24])[CH3:23], predict the reactants needed to synthesize it. The reactants are: [NH2:1][CH:2]1[CH2:7][CH2:6][CH2:5][CH:4]([C:8]([OH:10])=[O:9])[CH2:3]1.[OH-].[Na+].O1CCOCC1.[C:19](O[C:19]([O:21][C:22]([CH3:25])([CH3:24])[CH3:23])=[O:20])([O:21][C:22]([CH3:25])([CH3:24])[CH3:23])=[O:20]. (2) Given the product [F:1][C:2]([F:13])([F:12])[O:3][C:4]1[CH:11]=[CH:10][C:7]([CH2:8][CH:20]2[CH2:21][CH2:22][NH:18][C:19]2=[O:23])=[CH:6][CH:5]=1, predict the reactants needed to synthesize it. The reactants are: [F:1][C:2]([F:13])([F:12])[O:3][C:4]1[CH:11]=[CH:10][C:7]([CH:8]=O)=[CH:6][CH:5]=1.FC(F)(F)C([N:18]1[CH2:22][CH2:21][CH2:20][C:19]1=[O:23])=O. (3) Given the product [Cl:13][C:14]1[N:15]=[CH:16][N:17]=[C:18]2[C:19]=1[N:20]=[C:21]([C:23]1[CH:24]=[N:25][C:26]([CH3:29])=[N:27][CH:28]=1)[N:30]2[CH2:31][CH3:32], predict the reactants needed to synthesize it. The reactants are: C[Si](C)(C)N=C(O[Si](C)(C)C)C.[Cl:13][C:14]1[C:19]([NH:20][C:21]([C:23]2[CH:24]=[N:25][C:26]([CH3:29])=[N:27][CH:28]=2)=O)=[C:18]([NH:30][CH2:31][CH3:32])[N:17]=[CH:16][N:15]=1. (4) Given the product [CH2:66]([O:73][C:74]1[CH:79]=[CH:78][C:77]([C:80]2[CH:81]=[CH:16][C:15]3[C:10](=[CH:11][CH:12]=[C:13]([C:18]4[N:22]([CH:23]5[CH2:24][CH2:25][CH2:26][CH2:27][CH2:28]5)[C:21]5[CH:29]=[CH:30][C:31]([C:33]([OH:35])=[O:34])=[CH:32][C:20]=5[N:19]=4)[CH:14]=3)[N:9]=2)=[C:76]([OH:83])[C:75]=1[CH3:84])[C:67]1[CH:72]=[CH:71][CH:70]=[CH:69][CH:68]=1, predict the reactants needed to synthesize it. The reactants are: BrC1C=CC(O)=C(C2C=[CH:16][C:15]3[C:10](=[CH:11][CH:12]=[C:13]([C:18]4[N:22]([CH:23]5[CH2:28][CH2:27][CH2:26][CH2:25][CH2:24]5)[C:21]5[CH:29]=[CH:30][C:31]([C:33]([OH:35])=[O:34])=[CH:32][C:20]=5[N:19]=4)[CH:14]=3)[N:9]=2)C=1.C(OC(C1C=CC2N(C3CCCCC3)C(C3C=CC(N)=C(C=O)C=3)=NC=2C=1)=O)C.[CH2:66]([O:73][C:74]1[CH:79]=[CH:78][C:77]([C:80](=O)[CH3:81])=[C:76]([OH:83])[C:75]=1[CH3:84])[C:67]1[CH:72]=[CH:71][CH:70]=[CH:69][CH:68]=1.[OH-].[K+]. (5) Given the product [Cl:8][C:6]1[CH:5]=[CH:4][C:3]2[S:9][C:18]3[C:17]4[N:16]=[CH:15][N:14]=[CH:13][C:12]=4[C:11]([CH3:22])([CH3:10])[C:20](=[O:25])[C:19]=3[NH:1][C:2]=2[CH:7]=1, predict the reactants needed to synthesize it. The reactants are: [NH2:1][C:2]1[CH:7]=[C:6]([Cl:8])[CH:5]=[CH:4][C:3]=1[SH:9].[CH3:10][C:11]1([CH3:22])[CH2:20][C:19](=O)[CH2:18][C:17]2[N:16]=[CH:15][N:14]=[CH:13][C:12]1=2.C([OH:25])C.